From a dataset of Full USPTO retrosynthesis dataset with 1.9M reactions from patents (1976-2016). Predict the reactants needed to synthesize the given product. (1) The reactants are: [C:1]([CH2:4][NH:5][C:6]1[CH:11]=[CH:10][C:9]([C:12]([C:14]2[CH:22]=[CH:21][CH:20]=[CH:19][C:15]=2[C:16]([OH:18])=[O:17])=[O:13])=[CH:8][C:7]=1[N+:23]([O-:25])=[O:24])([OH:3])=[O:2].C(=O)([O-])[O-].[K+].[K+].[CH2:32](Br)[C:33]1[CH:38]=[CH:37][CH:36]=[CH:35][CH:34]=1. Given the product [N+:23]([C:7]1[CH:8]=[C:9]([C:12]([C:14]2[CH:22]=[CH:21][CH:20]=[CH:19][C:15]=2[C:16]([O:18][CH2:12][C:9]2[CH:10]=[CH:11][CH:6]=[CH:7][CH:8]=2)=[O:17])=[O:13])[CH:10]=[CH:11][C:6]=1[NH:5][CH2:4][C:1](=[O:3])[O:2][CH2:32][C:33]1[CH:38]=[CH:37][CH:36]=[CH:35][CH:34]=1)([O-:25])=[O:24], predict the reactants needed to synthesize it. (2) Given the product [NH2:27][C:2]1[N:7]=[C:6]([NH:8][C:9]2[C:14]([CH3:15])=[CH:13][C:12]([CH3:16])=[CH:11][C:10]=2[CH3:17])[N:5]=[C:4]([NH:18][C:19]2[CH:26]=[CH:25][C:22]([C:23]#[N:24])=[CH:21][CH:20]=2)[N:3]=1, predict the reactants needed to synthesize it. The reactants are: Cl[C:2]1[N:7]=[C:6]([NH:8][C:9]2[C:14]([CH3:15])=[CH:13][C:12]([CH3:16])=[CH:11][C:10]=2[CH3:17])[N:5]=[C:4]([NH:18][C:19]2[CH:26]=[CH:25][C:22]([C:23]#[N:24])=[CH:21][CH:20]=2)[N:3]=1.[NH3:27].O1CCOCC1. (3) Given the product [CH:40]1([C:37]([OH:39])([CH3:38])[CH2:36][O:35][C@H:32]2[CH2:31][CH2:30][C@H:29]([N:3]3[C:2](=[O:1])[C:7]([CH2:8][C:9]4[CH:14]=[CH:13][C:12]([C:15]5[C:16]([C:21]#[N:22])=[CH:17][CH:18]=[CH:19][CH:20]=5)=[CH:11][CH:10]=4)=[C:6]([CH2:23][CH2:24][CH3:25])[N:5]4[N:26]=[CH:27][CH:28]=[C:4]34)[CH2:34][CH2:33]2)[CH2:42][CH2:41]1, predict the reactants needed to synthesize it. The reactants are: [O:1]=[C:2]1[C:7]([CH2:8][C:9]2[CH:14]=[CH:13][C:12]([C:15]3[C:16]([C:21]#[N:22])=[CH:17][CH:18]=[CH:19][CH:20]=3)=[CH:11][CH:10]=2)=[C:6]([CH2:23][CH2:24][CH3:25])[N:5]2[N:26]=[CH:27][CH:28]=[C:4]2[N:3]1[C@H:29]1[CH2:34][CH2:33][C@H:32]([O:35][CH2:36][C:37](=[O:39])[CH3:38])[CH2:31][CH2:30]1.[CH:40]1([Mg]Br)[CH2:42][CH2:41]1.C(OCC)(=O)C. (4) The reactants are: [CH2:1]([N:5]1[C:9](=[O:10])[C:8]2=[CH:11][CH:12]=[CH:13][CH:14]=[C:7]2[C:6]1=[O:15])[CH:2]([CH3:4])[CH3:3].O. Given the product [OH:10][CH:9]1[C:8]2[C:7](=[CH:14][CH:13]=[CH:12][CH:11]=2)[C:6](=[O:15])[N:5]1[CH2:1][CH:2]([CH3:4])[CH3:3], predict the reactants needed to synthesize it. (5) Given the product [CH:11]([C:14]1[N:18]=[C:17]([N:19]2[CH2:24][CH2:23][CH:22]([CH2:25][CH2:26][CH2:27][O:1][C:2]3[CH:3]=[C:4]([CH3:10])[C:5]([C:8]#[N:9])=[N:6][CH:7]=3)[CH2:21][CH2:20]2)[O:16][N:15]=1)([CH3:13])[CH3:12], predict the reactants needed to synthesize it. The reactants are: [OH:1][C:2]1[CH:3]=[C:4]([CH3:10])[C:5]([C:8]#[N:9])=[N:6][CH:7]=1.[CH:11]([C:14]1[N:18]=[C:17]([N:19]2[CH2:24][CH2:23][CH:22]([CH2:25][CH2:26][CH2:27]O)[CH2:21][CH2:20]2)[O:16][N:15]=1)([CH3:13])[CH3:12]. (6) Given the product [N:66]([CH:45]([C:44]1[S:43][C:42]2[CH:48]=[CH:49][CH:50]=[CH:51][C:41]=2[C:40]=1[C:34]1[CH:39]=[CH:38][CH:37]=[CH:36][CH:35]=1)[CH3:46])=[N+:67]=[N-:68], predict the reactants needed to synthesize it. The reactants are: CC(OC(/N=N/C(OC(C)C)=O)=O)C.C1(P(C2C=CC=CC=2)C2C=CC=CC=2)C=CC=CC=1.[C:34]1([C:40]2[C:41]3[CH:51]=[CH:50][CH:49]=[CH:48][C:42]=3[S:43][C:44]=2[CH:45](O)[CH3:46])[CH:39]=[CH:38][CH:37]=[CH:36][CH:35]=1.C1(P([N:66]=[N+:67]=[N-:68])(C2C=CC=CC=2)=O)C=CC=CC=1. (7) Given the product [CH3:1][O:2][C:3]([C:5]12[CH2:14][CH:9]3[CH2:10][CH:11]([CH2:13][C:7]([C:15]([NH:17][CH:18]([CH2:26][C:27]#[C:28][CH2:32][C:31]([N:30]([CH3:37])[CH3:29])=[O:36])[C:19]([O:21][C:22]([CH3:23])([CH3:24])[CH3:25])=[O:20])=[O:16])([CH2:8]3)[CH2:6]1)[CH2:12]2)=[O:4], predict the reactants needed to synthesize it. The reactants are: [CH3:1][O:2][C:3]([C:5]12[CH2:14][CH:9]3[CH2:10][CH:11]([CH2:13][C:7]([C:15]([NH:17][CH:18]([CH2:26][C:27]#[CH:28])[C:19]([O:21][C:22]([CH3:25])([CH3:24])[CH3:23])=[O:20])=[O:16])([CH2:8]3)[CH2:6]1)[CH2:12]2)=[O:4].[CH3:29][N:30]([CH3:37])[C:31](=[O:36])[CH2:32]C(C)=O. (8) Given the product [CH3:1][O:2][C:3]1[CH:8]=[CH:7][N:6]2[N:9]=[C:10]([C:19]3[CH:24]=[CH:23][CH:22]=[CH:21][CH:20]=3)[C:11]([C:12]3[CH:13]=[CH:14][C:15](=[O:18])[N:16]([CH:26]4[CH2:31][CH2:30][N:29]([CH3:32])[CH2:28][CH2:27]4)[N:17]=3)=[C:5]2[CH:4]=1, predict the reactants needed to synthesize it. The reactants are: [CH3:1][O:2][C:3]1[CH:8]=[CH:7][N:6]2[N:9]=[C:10]([C:19]3[CH:24]=[CH:23][CH:22]=[CH:21][CH:20]=3)[C:11]([C:12]3[CH:13]=[CH:14][C:15](=[O:18])[NH:16][N:17]=3)=[C:5]2[CH:4]=1.O[CH:26]1[CH2:31][CH2:30][N:29]([CH3:32])[CH2:28][CH2:27]1.N(C(OCC)=O)=NC(OCC)=O.C1(P(C2C=CC=CC=2)C2C=CC=CC=2)C=CC=CC=1. (9) Given the product [Br:8][C:6]1[CH:7]=[C:2]([NH:18][C@H:15]([C:12]2[CH:13]=[CH:14][CH:9]=[CH:10][CH:11]=2)[CH2:16][OH:17])[CH:3]=[N:4][CH:5]=1, predict the reactants needed to synthesize it. The reactants are: Br[C:2]1[CH:3]=[N:4][CH:5]=[C:6]([Br:8])[CH:7]=1.[CH:9]1[CH:14]=[CH:13][C:12]([C@@H:15]([NH2:18])[CH2:16][OH:17])=[CH:11][CH:10]=1.N1CCC[C@H]1C(O)=O.C(=O)([O-])[O-].[K+].[K+]. (10) Given the product [C:38]([C:37]1[C:32]([S:9][C@@H:10]([C:26]2[S:30][CH:29]=[N:28][CH:27]=2)[CH2:11][C@H:12]2[CH2:16][O:15][C:14]([CH3:18])([CH3:17])[N:13]2[C:19]([O:21][C:22]([CH3:24])([CH3:25])[CH3:23])=[O:20])=[N:33][C:34]([C:40]([F:43])([F:42])[F:41])=[CH:35][CH:36]=1)#[N:39], predict the reactants needed to synthesize it. The reactants are: C([S:9][C@@H:10]([C:26]1[S:30][CH:29]=[N:28][CH:27]=1)[CH2:11][C@H:12]1[CH2:16][O:15][C:14]([CH3:18])([CH3:17])[N:13]1[C:19]([O:21][C:22]([CH3:25])([CH3:24])[CH3:23])=[O:20])(=O)C1C=CC=CC=1.Cl[C:32]1[C:37]([C:38]#[N:39])=[CH:36][CH:35]=[C:34]([C:40]([F:43])([F:42])[F:41])[N:33]=1.C(=O)([O-])[O-].[Cs+].[Cs+].